Dataset: Reaction yield outcomes from USPTO patents with 853,638 reactions. Task: Predict the reaction yield, written as a fraction of the theoretical maximum amount of product (1.0 means a 100% yield; for example, 0.34 means a 34% yield). (1) The reactants are [C:1]([C:5]1[CH:13]=[CH:12][C:11]([N+:14]([O-])=O)=[CH:10][C:6]=1[C:7]([O-:9])=[O:8])([CH3:4])([CH3:3])[CH3:2].[CH:17]([O-])=O.[K+]. The catalyst is CCO.O.[Pd]. The product is [C:1]([C:5]1[CH:13]=[CH:12][C:11]([NH2:14])=[CH:10][C:6]=1[C:7]([O:9][CH3:17])=[O:8])([CH3:4])([CH3:3])[CH3:2]. The yield is 0.950. (2) The reactants are [CH3:1][C:2]([C:4]1[CH:9]=[CH:8][C:7]([F:10])=[C:6]([Br:11])[CH:5]=1)=[O:3].C([N-]C(C)C)(C)C.[Li+].[Cl:20][C:21]1[CH:26]=[C:25]([C:27]([C:32]([F:35])([F:34])[F:33])=[CH:28][N+:29]([O-:31])=[O:30])[CH:24]=[C:23]([Cl:36])[C:22]=1[Cl:37].[Cl-].[NH4+]. The catalyst is O1CCCC1. The product is [Br:11][C:6]1[CH:5]=[C:4]([C:2](=[O:3])[CH2:1][C:27]([CH2:28][N+:29]([O-:31])=[O:30])([C:25]2[CH:26]=[C:21]([Cl:20])[C:22]([Cl:37])=[C:23]([Cl:36])[CH:24]=2)[C:32]([F:34])([F:33])[F:35])[CH:9]=[CH:8][C:7]=1[F:10]. The yield is 0.830. (3) The reactants are [CH3:1][CH:2]1[C:6](=[O:7])[CH2:5][CH2:4][C:3]1=[O:8].CI.[OH-].[K+].O1CCOC[CH2:14]1. The product is [CH3:1][C:2]1([CH3:14])[C:6](=[O:7])[CH2:5][CH2:4][C:3]1=[O:8]. The catalyst is O. The yield is 0.930. (4) The reactants are [C:1]([OH:18])(=[O:17])[C:2]1[C:3](=[CH:7][C:8](=[C:12]([CH:16]=1)[C:13]([OH:15])=[O:14])[C:9]([OH:11])=[O:10])[C:4]([OH:6])=[O:5].[H][H]. The catalyst is [Rh].O. The product is [CH:8]1([C:9]([OH:11])=[O:10])[CH2:7][CH:3]([C:4]([OH:6])=[O:5])[CH:2]([C:1]([OH:18])=[O:17])[CH2:16][CH:12]1[C:13]([OH:15])=[O:14]. The yield is 0.850. (5) The reactants are CS(O[CH2:6][CH2:7][N:8]1[CH:12]=[C:11]([C:13]2[CH:18]=[C:17]([C:19]([O:21]C)=[O:20])[CH:16]=[CH:15][N:14]=2)[N:10]=[CH:9]1)(=O)=O.[CH3:23][C:24]1[CH:25]=[C:26]([CH:30]=[CH:31][CH:32]=1)[CH2:27][NH:28][CH3:29]. No catalyst specified. The product is [CH3:29][N:28]([CH2:27][C:26]1[CH:30]=[CH:31][CH:32]=[C:24]([CH3:23])[CH:25]=1)[CH2:6][CH2:7][N:8]1[CH:12]=[C:11]([C:13]2[CH:18]=[C:17]([C:19]([OH:21])=[O:20])[CH:16]=[CH:15][N:14]=2)[N:10]=[CH:9]1. The yield is 0.570. (6) The reactants are Cl[C:2]1[N:3]=[CH:4][N:5]=[C:6]2[C:13]=1[C:12]1[C@@H:11]([CH2:14][OH:15])[CH2:10][CH2:9][C:8]=1[S:7]2.C(N(CC)CC)C.Cl.[N:24]1([CH:30]2[CH2:35][CH2:34][CH:33]([NH2:36])[CH2:32][CH2:31]2)[CH2:29][CH2:28][O:27][CH2:26][CH2:25]1. The catalyst is CN(C=O)C.C(Cl)Cl. The product is [N:24]1([CH:30]2[CH2:31][CH2:32][CH:33]([NH:36][C:2]3[N:3]=[CH:4][N:5]=[C:6]4[C:13]=3[C:12]3[C@@H:11]([CH2:14][OH:15])[CH2:10][CH2:9][C:8]=3[S:7]4)[CH2:34][CH2:35]2)[CH2:25][CH2:26][O:27][CH2:28][CH2:29]1. The yield is 0.810. (7) The reactants are [Cl:1][C:2]1[CH:3]=[C:4]([N:8]2[CH2:13][CH2:12][N:11]([C:14](=O)[CH2:15][CH2:16][N:17]3[C:25](=[O:26])[N:20]4[CH:21]=[CH:22][CH:23]=[CH:24][C:19]4=[N:18]3)[CH2:10][CH2:9]2)[CH:5]=[CH:6][CH:7]=1.[H-].[Al+3].[Li+].[H-].[H-].[H-].O.[OH-].[Na+]. The catalyst is O1CCCC1. The product is [Cl:1][C:2]1[CH:3]=[C:4]([N:8]2[CH2:9][CH2:10][N:11]([CH2:14][CH2:15][CH2:16][N:17]3[C:25](=[O:26])[N:20]4[CH:21]=[CH:22][CH:23]=[CH:24][C:19]4=[N:18]3)[CH2:12][CH2:13]2)[CH:5]=[CH:6][CH:7]=1. The yield is 0.100. (8) The reactants are [Cl:1][C:2]1[CH:9]=[CH:8][CH:7]=[C:6](F)[C:3]=1[CH:4]=[O:5].[N:11]1([C:17]([O:19][C:20]([CH3:23])([CH3:22])[CH3:21])=[O:18])[CH2:16][CH2:15][NH:14][CH2:13][CH2:12]1.C(=O)([O-])[O-].[K+].[K+]. The catalyst is CN(C)C=O. The product is [Cl:1][C:2]1[C:3]([CH:4]=[O:5])=[C:6]([N:14]2[CH2:13][CH2:12][N:11]([C:17]([O:19][C:20]([CH3:23])([CH3:22])[CH3:21])=[O:18])[CH2:16][CH2:15]2)[CH:7]=[CH:8][CH:9]=1. The yield is 0.750. (9) The reactants are [Cl:1][C:2]1[CH:11]=[CH:10][C:5]([C:6]([NH:8][CH3:9])=[O:7])=[CH:4][N:3]=1.[CH2:12]([Mg]Br)[CH2:13][CH3:14].[Cl-].[NH4+].C(C1C(=O)C(Cl)=C(Cl)C(=O)C=1C#N)#N. The catalyst is O1CCCC1.C(OC)(C)(C)C.CO. The product is [Cl:1][C:2]1[CH:11]=[C:10]([CH2:12][CH2:13][CH3:14])[C:5]([C:6]([NH:8][CH3:9])=[O:7])=[CH:4][N:3]=1. The yield is 0.750. (10) The reactants are [Br:1][C:2]1[CH:7]=[CH:6][C:5]([O:8][CH3:9])=[CH:4][C:3]=1[CH2:10]Br.[NH:12]([C:20]([O:22][C:23]([CH3:26])([CH3:25])[CH3:24])=[O:21])[C:13]([O:15][C:16]([CH3:19])([CH3:18])[CH3:17])=[O:14].[K]. The catalyst is CN(C)C=O. The product is [C:23]([O:22][C:20]([N:12]([CH2:10][C:3]1[CH:4]=[C:5]([O:8][CH3:9])[CH:6]=[CH:7][C:2]=1[Br:1])[C:13]([O:15][C:16]([CH3:19])([CH3:18])[CH3:17])=[O:14])=[O:21])([CH3:26])([CH3:25])[CH3:24]. The yield is 0.420.